From a dataset of Catalyst prediction with 721,799 reactions and 888 catalyst types from USPTO. Predict which catalyst facilitates the given reaction. Reactant: [F:1][C:2]1[CH:3]=[C:4]([CH2:9][C:10]([OH:12])=[O:11])[CH:5]=[CH:6][C:7]=1[F:8].Br[CH2:14][C:15]([C:17]1[CH:22]=[CH:21][C:20]([S:23]([CH3:26])(=[O:25])=[O:24])=[CH:19][CH:18]=1)=O.C1CCN2C(=NCCC2)CC1.Cl. Product: [F:1][C:2]1[CH:3]=[C:4]([C:9]2[C:10](=[O:12])[O:11][CH2:14][C:15]=2[C:17]2[CH:18]=[CH:19][C:20]([S:23]([CH3:26])(=[O:25])=[O:24])=[CH:21][CH:22]=2)[CH:5]=[CH:6][C:7]=1[F:8]. The catalyst class is: 556.